Dataset: Reaction yield outcomes from USPTO patents with 853,638 reactions. Task: Predict the reaction yield, written as a fraction of the theoretical maximum amount of product (1.0 means a 100% yield; for example, 0.34 means a 34% yield). (1) The reactants are [CH2:1]([CH:8]([NH:23][C:24]([C:26]1[CH:31]=[N:30][CH:29]=[CH:28][N:27]=1)=[O:25])[C:9]([NH:11][CH:12]([C:17]([N:19]([CH3:22])[NH:20][CH3:21])=[O:18])[CH2:13][CH:14]([CH3:16])[CH3:15])=[O:10])[C:2]1[CH:7]=[CH:6][CH:5]=[CH:4][CH:3]=1.C([O-])(=O)C.[Na+].[N:37]#[C:38]Br. The catalyst is CO. The product is [CH2:1]([CH:8]([NH:23][C:24]([C:26]1[CH:31]=[N:30][CH:29]=[CH:28][N:27]=1)=[O:25])[C:9]([NH:11][CH:12]([C:17]([N:19]([CH3:22])[N:20]([C:38]#[N:37])[CH3:21])=[O:18])[CH2:13][CH:14]([CH3:16])[CH3:15])=[O:10])[C:2]1[CH:7]=[CH:6][CH:5]=[CH:4][CH:3]=1. The yield is 0.650. (2) The yield is 0.340. The reactants are [NH2:1][C:2]1[CH:11]=[CH:10][CH:9]=[C:8]2[C:3]=1[CH:4]=[CH:5][N:6]=[CH:7]2.[Cl:12][C:13]1[CH:18]=[CH:17][C:16]([C:19]([N:22]=[C:23]=[O:24])([CH3:21])[CH3:20])=[CH:15][CH:14]=1. The product is [Cl:12][C:13]1[CH:14]=[CH:15][C:16]([C:19]([NH:22][C:23]([NH:1][C:2]2[CH:11]=[CH:10][CH:9]=[C:8]3[C:3]=2[CH:4]=[CH:5][N:6]=[CH:7]3)=[O:24])([CH3:21])[CH3:20])=[CH:17][CH:18]=1. The catalyst is C1COCC1. (3) The catalyst is C1COCC1. The yield is 0.720. The product is [O:31]=[C:27]1[CH2:26][C:25]2[C:29](=[CH:30][C:22]([C:20]([C:19]3[CH:18]=[C:17]([NH:16][C:9]([C:3]4[C:4]([CH3:8])=[N:5][N:6]([CH3:7])[C:2]=4[Cl:1])=[O:11])[CH:34]=[CH:33][CH:32]=3)=[O:21])=[CH:23][CH:24]=2)[NH:28]1. The reactants are [Cl:1][C:2]1[N:6]([CH3:7])[N:5]=[C:4]([CH3:8])[C:3]=1[C:9]([OH:11])=O.S(Cl)(Cl)=O.[NH2:16][C:17]1[CH:18]=[C:19]([CH:32]=[CH:33][CH:34]=1)[C:20]([C:22]1[CH:30]=[C:29]2[C:25]([CH2:26][C:27](=[O:31])[NH:28]2)=[CH:24][CH:23]=1)=[O:21]. (4) The reactants are [Cl:1][C:2]1[CH:3]=[C:4]([NH2:11])[C:5](=[CH:9][CH:10]=1)C(O)=O.[CH:12]([O-])([O-])OC.[CH3:17][OH:18].[NH3:19]. No catalyst specified. The product is [Cl:1][C:2]1[CH:3]=[C:4]2[C:5]([C:17](=[O:18])[NH:19][CH:12]=[N:11]2)=[CH:9][CH:10]=1. The yield is 0.990. (5) The reactants are [NH:1]1[C:9]2[C:4](=[CH:5][C:6]([C:10]3[S:14][N:13]=[C:12]([NH:15][CH2:16][C:17]4[CH:22]=[CH:21][C:20]([O:23][CH3:24])=[CH:19][CH:18]=4)[N:11]=3)=[CH:7][CH:8]=2)[CH:3]=[CH:2]1.[OH-].[K+].[I:27]I.S(=O)(O)[O-].[Na+]. The catalyst is CN(C=O)C. The product is [I:27][C:3]1[C:4]2[C:9](=[CH:8][CH:7]=[C:6]([C:10]3[S:14][N:13]=[C:12]([NH:15][CH2:16][C:17]4[CH:22]=[CH:21][C:20]([O:23][CH3:24])=[CH:19][CH:18]=4)[N:11]=3)[CH:5]=2)[NH:1][CH:2]=1. The yield is 0.870. (6) The catalyst is CN(C)C1C=CN=CC=1.O.C(Cl)Cl. The product is [CH2:1]([O:8][C:9]1[CH:18]=[C:17]2[C:12]([C:13]([O:19][S:35]([C:34]([F:40])([F:39])[F:33])(=[O:37])=[O:36])=[CH:14][CH:15]=[N:16]2)=[CH:11][C:10]=1[O:20][CH3:21])[C:2]1[CH:3]=[CH:4][CH:5]=[CH:6][CH:7]=1. The yield is 0.838. The reactants are [CH2:1]([O:8][C:9]1[CH:18]=[C:17]2[C:12]([C:13]([OH:19])=[CH:14][CH:15]=[N:16]2)=[CH:11][C:10]=1[O:20][CH3:21])[C:2]1[CH:7]=[CH:6][CH:5]=[CH:4][CH:3]=1.N1C(C)=CC=CC=1C.C(=O)=O.[F:33][C:34]([F:40])([F:39])[S:35](Cl)(=[O:37])=[O:36]. (7) The reactants are [Br:1][C:2]1[CH:7]=[C:6]([N+:8]([O-:10])=[O:9])[CH:5]=[CH:4][C:3]=1[OH:11].C1(P(C2C=CC=CC=2)C2C=CC=CC=2)C=CC=CC=1.[F:31][C:32]1[CH:33]=[C:34]([CH:37]=[CH:38][CH:39]=1)[CH2:35]O.CC(OC(/N=N/C(OC(C)C)=O)=O)C. The catalyst is C1COCC1.O.CCOC(C)=O. The product is [Br:1][C:2]1[CH:7]=[C:6]([N+:8]([O-:10])=[O:9])[CH:5]=[CH:4][C:3]=1[O:11][CH2:35][C:34]1[CH:37]=[CH:38][CH:39]=[C:32]([F:31])[CH:33]=1. The yield is 0.680. (8) The reactants are [O-]CC.[Na+].[C:5]([CH2:7][C:8]([O:10][CH2:11][CH3:12])=[O:9])#[N:6].Br[CH:14](Br)[CH2:15][CH3:16]. The catalyst is CCO. The product is [C:5]([C:7]1([C:8]([O:10][CH2:11][CH3:12])=[O:9])[CH2:16][CH2:15][CH2:14]1)#[N:6]. The yield is 0.740. (9) The reactants are O[Li].O.C([O:6][C:7](=[O:24])[CH2:8][C:9]([NH:11][C:12]1[CH:17]=[CH:16][C:15]([C:18]2[CH:23]=[CH:22][CH:21]=[CH:20][CH:19]=2)=[CH:14][CH:13]=1)=[O:10])C. The catalyst is CO.C1COCC1.O. The product is [C:15]1([C:18]2[CH:19]=[CH:20][CH:21]=[CH:22][CH:23]=2)[CH:16]=[CH:17][C:12]([NH:11][C:9](=[O:10])[CH2:8][C:7]([OH:24])=[O:6])=[CH:13][CH:14]=1. The yield is 0.890.